This data is from Reaction yield outcomes from USPTO patents with 853,638 reactions. The task is: Predict the reaction yield, written as a fraction of the theoretical maximum amount of product (1.0 means a 100% yield; for example, 0.34 means a 34% yield). (1) The reactants are [Cl:1][C:2]1[CH:7]=[CH:6][C:5]([C:8]2[C:13]([C:14]([O:16]C)=[O:15])=[CH:12][N:11]=[CH:10][CH:9]=2)=[C:4]([F:18])[CH:3]=1.CO.[OH-].[Na+]. The catalyst is O. The product is [Cl:1][C:2]1[CH:7]=[CH:6][C:5]([C:8]2[C:13]([C:14]([OH:16])=[O:15])=[CH:12][N:11]=[CH:10][CH:9]=2)=[C:4]([F:18])[CH:3]=1. The yield is 0.630. (2) The reactants are [Cl:1][C:2]1[CH:7]=[CH:6][C:5]([C:8]([OH:32])([C:26]2[N:27]([CH3:31])[CH:28]=[N:29][CH:30]=2)[C:9]2[CH:10]=[C:11]3[C:16](=[CH:17][CH:18]=2)[NH:15][C:14](=[O:19])[CH:13]=[C:12]3[C:20]2[S:21][C:22]([CH3:25])=[CH:23][CH:24]=2)=[CH:4][CH:3]=1.[OH-].[Na+].[CH3:35]I. The catalyst is C1COCC1.[Cl-].C([N+](CC)(CC)CC)C1C=CC=CC=1. The product is [Cl:1][C:2]1[CH:3]=[CH:4][C:5]([C:8]([OH:32])([C:26]2[N:27]([CH3:31])[CH:28]=[N:29][CH:30]=2)[C:9]2[CH:10]=[C:11]3[C:16](=[CH:17][CH:18]=2)[N:15]([CH3:35])[C:14](=[O:19])[CH:13]=[C:12]3[C:20]2[S:21][C:22]([CH3:25])=[CH:23][CH:24]=2)=[CH:6][CH:7]=1. The yield is 0.580. (3) The reactants are [CH2:1]([C:9]1[CH:14]=[CH:13][C:12]([NH:15][C:16]2[C:17]([C:22]3[CH:27]=[CH:26][C:25]([C:28]4[C:29]([NH:34][C:35]5[CH:40]=[CH:39][C:38]([CH2:41][CH2:42][CH2:43][CH2:44][CH2:45][CH2:46][CH2:47][CH3:48])=[CH:37][CH:36]=5)=[CH:30][CH:31]=[CH:32][CH:33]=4)=[CH:24][CH:23]=3)=[CH:18][CH:19]=[CH:20][CH:21]=2)=[CH:11][CH:10]=1)[CH2:2][CH2:3][CH2:4][CH2:5][CH2:6][CH2:7][CH3:8].CS(C)=O. The catalyst is C1(C)C=CC=CC=1.CC([O-])=O.CC([O-])=O.[Pd+2]. The product is [CH2:1]([C:9]1[CH:10]=[CH:11][C:12]([N:15]2[C:27]3[C:22](=[CH:23][C:24]4[N:34]([C:35]5[CH:36]=[CH:37][C:38]([CH2:41][CH2:42][CH2:43][CH2:44][CH2:45][CH2:46][CH2:47][CH3:48])=[CH:39][CH:40]=5)[C:29]5[C:28]([C:25]=4[CH:26]=3)=[CH:33][CH:32]=[CH:31][CH:30]=5)[C:17]3[C:16]2=[CH:21][CH:20]=[CH:19][CH:18]=3)=[CH:13][CH:14]=1)[CH2:2][CH2:3][CH2:4][CH2:5][CH2:6][CH2:7][CH3:8]. The yield is 0.520. (4) The reactants are [Cl:1][C:2]1[N:3]=[C:4](Cl)[C:5]2[O:10][CH:9]=[CH:8][C:6]=2[N:7]=1.[NH:12]1[CH2:17][CH2:16][O:15][CH2:14][CH2:13]1. The catalyst is CO. The product is [Cl:1][C:2]1[N:3]=[C:4]([N:12]2[CH2:17][CH2:16][O:15][CH2:14][CH2:13]2)[C:5]2[O:10][CH:9]=[CH:8][C:6]=2[N:7]=1. The yield is 0.480. (5) The reactants are FC(F)(F)S(O[C:7]1[CH:12]=[CH:11][C:10]([C:13]2[C:18]([CH3:19])=[N:17][C:16]([CH3:20])=[C:15]([C:21](=[O:23])[NH2:22])[N:14]=2)=[CH:9][CH:8]=1)(=O)=O.[Cl:26][C:27]1[CH:28]=[C:29]([C:42]2([C:46]([O:48][CH3:49])=[O:47])[CH2:45][CH2:44][CH2:43]2)[CH:30]=[CH:31][C:32]=1B1OC(C)(C)C(C)(C)O1.P([O-])([O-])([O-])=O.[K+].[K+].[K+].CO. The catalyst is COCCOC.C1C=CC(P(C2C=CC=CC=2)[C-]2C=CC=C2)=CC=1.C1C=CC(P(C2C=CC=CC=2)[C-]2C=CC=C2)=CC=1.Cl[Pd]Cl.[Fe+2].C(Cl)Cl.O. The product is [C:21]([C:15]1[N:14]=[C:13]([C:10]2[CH:11]=[CH:12][C:7]([C:32]3[CH:31]=[CH:30][C:29]([C:42]4([C:46]([O:48][CH3:49])=[O:47])[CH2:45][CH2:44][CH2:43]4)=[CH:28][C:27]=3[Cl:26])=[CH:8][CH:9]=2)[C:18]([CH3:19])=[N:17][C:16]=1[CH3:20])(=[O:23])[NH2:22]. The yield is 0.690.